Task: Predict which catalyst facilitates the given reaction.. Dataset: Catalyst prediction with 721,799 reactions and 888 catalyst types from USPTO (1) Reactant: Cl[C:2]1[N:7]=[C:6]([N:8]([CH3:13])[S:9]([CH3:12])(=[O:11])=[O:10])[C:5]([Cl:14])=[C:4]([NH:15][C:16]2[CH:20]=[C:19]([O:21][CH:22]([CH3:24])[CH3:23])[NH:18][N:17]=2)[N:3]=1.ClC1C(NC2C=C(OC)NN=2)=NC([NH:32][C@H:33]([C:35]2[N:40]=[CH:39][C:38]([F:41])=[CH:37][N:36]=2)[CH3:34])=NC=1.C(N(C(C)C)C(C)C)C. Product: [Cl:14][C:5]1[C:6]([N:8]([CH3:13])[S:9]([CH3:12])(=[O:11])=[O:10])=[N:7][C:2]([NH:32][C@H:33]([C:35]2[N:40]=[CH:39][C:38]([F:41])=[CH:37][N:36]=2)[CH3:34])=[N:3][C:4]=1[NH:15][C:16]1[CH:20]=[C:19]([O:21][CH:22]([CH3:24])[CH3:23])[NH:18][N:17]=1. The catalyst class is: 114. (2) Reactant: C(OC([NH:8][C@H:9]([C:22]([O:24]C(C)(C)C)=[O:23])[CH2:10]/[CH:11]=[C:12](\[CH2:18][CH2:19][CH2:20][F:21])/[C:13]([O:15]CC)=[O:14])=O)(C)(C)C.Cl. Product: [NH2:8][C@H:9]([C:22]([OH:24])=[O:23])[CH2:10]/[CH:11]=[C:12](\[CH2:18][CH2:19][CH2:20][F:21])/[C:13]([OH:15])=[O:14]. The catalyst class is: 6. (3) Reactant: [Br:1][C:2]1[C:3]([NH:16][C:17]2[CH:21]=[C:20]([CH3:22])[NH:19][N:18]=2)=[N:4][C:5]([NH:8][CH2:9][C:10]2ON=[C:12]([CH3:15])[CH:11]=2)=[N:6][CH:7]=1.NCC[C:26]1[O:27]C=CC=1. Product: [Br:1][C:2]1[C:3]([NH:16][C:17]2[CH:21]=[C:20]([CH3:22])[NH:19][N:18]=2)=[N:4][C:5]([NH:8][CH2:9][CH2:10][C:11]2[O:27][CH:26]=[CH:15][CH:12]=2)=[N:6][CH:7]=1. The catalyst class is: 51.